From a dataset of Reaction yield outcomes from USPTO patents with 853,638 reactions. Predict the reaction yield, written as a fraction of the theoretical maximum amount of product (1.0 means a 100% yield; for example, 0.34 means a 34% yield). (1) The reactants are Br[CH2:2][CH2:3][CH2:4][C:5]([O:7][CH2:8][CH3:9])=[O:6].[Zn](CC)CC.[CH3:15][C:16]1[C:21]([N+:22]([O-:24])=[O:23])=[C:20]([CH3:25])[CH:19]=[CH:18][C:17]=1I. The catalyst is CN1C(=O)N(C)CCC1.C1COCC1.Cl[Cu]. The product is [CH3:25][C:20]1[C:21]([N+:22]([O-:24])=[O:23])=[C:16]([CH3:15])[CH:17]=[CH:18][C:19]=1[CH2:2][CH2:3][CH2:4][C:5]([O:7][CH2:8][CH3:9])=[O:6]. The yield is 0.680. (2) The reactants are [CH3:1][C:2]1[N:3]=[N:4][C:5](C)=[CH:6][CH:7]=1.[Cl:9]N1C(=O)N(Cl)C(=O)N(Cl)C1=O.CCCCC.[CH:26]([Cl:29])(Cl)Cl. No catalyst specified. The product is [Cl:9][CH2:1][C:2]1[N:3]=[N:4][C:5]([CH2:26][Cl:29])=[CH:6][CH:7]=1. The yield is 0.420. (3) The reactants are [NH:1]1[C:9]2[C:4](=[CH:5][CH:6]=[CH:7][CH:8]=2)[CH:3]=[N:2]1.[Br:10]Br.Cl. The catalyst is [OH-].[Na+].S(=O)(O)[O-].[Na+]. The product is [Br:10][C:3]1[C:4]2[C:9](=[CH:8][CH:7]=[CH:6][CH:5]=2)[NH:1][N:2]=1. The yield is 0.800. (4) The reactants are [H-].C(O[Al](OC(C)(C)C)OC(C)(C)C)(C)(C)C.[Li+].[C:19]([O:22][C@@H:23]1[CH2:47][CH2:46][C@@:45]2([CH3:48])[C@H:25]([CH2:26][CH2:27][C@@H:28]3[C@@H:44]2[CH2:43][C:42](=[O:49])[C@@:41]2([CH3:50])[C@H:29]3[CH2:30][CH2:31][C@@H:32]2[C@H:33]([CH3:40])[CH2:34][CH2:35][C:36]([O:38][CH3:39])=[O:37])[CH2:24]1)(=[O:21])[CH3:20]. The catalyst is C1COCC1. The product is [C:19]([O:22][C@@H:23]1[CH2:47][CH2:46][C@@:45]2([CH3:48])[C@H:25]([CH2:26][CH2:27][C@@H:28]3[C@@H:44]2[CH2:43][C@H:42]([OH:49])[C@@:41]2([CH3:50])[C@H:29]3[CH2:30][CH2:31][C@@H:32]2[C@H:33]([CH3:40])[CH2:34][CH2:35][C:36]([O:38][CH3:39])=[O:37])[CH2:24]1)(=[O:21])[CH3:20]. The yield is 0.910. (5) The reactants are [F:1][C@:2]1([CH3:18])[C@H:6]([OH:7])[C@@H:5]([CH2:8][OH:9])[O:4][C@H:3]1[N:10]1[CH:17]=[CH:16][C:14](=[O:15])[NH:13][C:11]1=[O:12].N1C=CN=C1.[C:24]([Si:28](Cl)([CH3:30])[CH3:29])([CH3:27])([CH3:26])[CH3:25]. The catalyst is CN(C=O)C. The product is [Si:28]([CH:8]([OH:9])[C@H:5]1[O:4][C@@H:3]([N:10]2[CH:17]=[CH:16][C:14](=[O:15])[NH:13][C:11]2=[O:12])[C@@:2]([F:1])([CH3:18])[C@@H:6]1[OH:7])([C:24]([CH3:27])([CH3:26])[CH3:25])([CH3:30])[CH3:29]. The yield is 0.480. (6) The reactants are C(OC([NH:8][CH2:9][CH:10]([C:15]1[CH:20]=[CH:19][C:18]([Cl:21])=[CH:17][CH:16]=1)[C:11]([O:13][CH3:14])=[O:12])=O)(C)(C)C.Cl. The catalyst is O1CCOCC1.CCOCC. The product is [ClH:21].[NH2:8][CH2:9][CH:10]([C:15]1[CH:16]=[CH:17][C:18]([Cl:21])=[CH:19][CH:20]=1)[C:11]([O:13][CH3:14])=[O:12]. The yield is 0.890.